From a dataset of Forward reaction prediction with 1.9M reactions from USPTO patents (1976-2016). Predict the product of the given reaction. (1) Given the reactants [F:1][C:2]1[C:3]([NH:12][C:13]2[CH:18]=[CH:17][C:16]([I:19])=[CH:15][C:14]=2[F:20])=[C:4]([CH:8]=[CH:9][C:10]=1[F:11])[C:5](O)=[O:6].Cl.[CH3:22][NH:23][CH3:24].C([O-])([O-])=O.[Na+].[Na+], predict the reaction product. The product is: [F:1][C:2]1[C:3]([NH:12][C:13]2[CH:18]=[CH:17][C:16]([I:19])=[CH:15][C:14]=2[F:20])=[C:4]([CH:8]=[CH:9][C:10]=1[F:11])[C:5]([N:23]([CH3:24])[CH3:22])=[O:6]. (2) Given the reactants [Br:1][C:2]1[CH:12]=[C:11]([F:13])[C:10]([N+:14]([O-:16])=[O:15])=[CH:9][C:3]=1[O:4]C(OC)=O.[OH-].[Na+], predict the reaction product. The product is: [Br:1][C:2]1[CH:12]=[C:11]([F:13])[C:10]([N+:14]([O-:16])=[O:15])=[CH:9][C:3]=1[OH:4]. (3) Given the reactants [CH3:1][O:2][C:3]1[CH:11]=[CH:10][CH:9]=[C:8]([CH3:12])[C:4]=1[C:5](O)=[O:6].S(Cl)([Cl:15])=O, predict the reaction product. The product is: [CH3:1][O:2][C:3]1[CH:11]=[CH:10][CH:9]=[C:8]([CH3:12])[C:4]=1[C:5]([Cl:15])=[O:6]. (4) Given the reactants [CH3:1][C:2]([OH:41])([C:4]1[CH:5]=[CH:6][CH:7]=[CH:8][C:9]=1[CH2:10][CH2:11][C@@H:12]([S:32][CH2:33][C:34]1([CH2:37][C:38]([OH:40])=[O:39])[CH2:36][CH2:35]1)[C:13]1[CH:14]=[CH:15][CH:16]=[C:17](/[CH:19]=[CH:20]/[C:21]2[CH:22]=[CH:23][C:24]3[CH:25]=[CH:26][C:27]([Cl:31])=[CH:28][C:29]=3[N:30]=2)[CH:18]=1)[CH3:3].[OH-].[Na+:43].CCCCCCC, predict the reaction product. The product is: [CH3:3][C:2]([OH:41])([C:4]1[CH:5]=[CH:6][CH:7]=[CH:8][C:9]=1[CH2:10][CH2:11][C@@H:12]([S:32][CH2:33][C:34]1([CH2:37][C:38]([O-:40])=[O:39])[CH2:35][CH2:36]1)[C:13]1[CH:14]=[CH:15][CH:16]=[C:17](/[CH:19]=[CH:20]/[C:21]2[CH:22]=[CH:23][C:24]3[CH:25]=[CH:26][C:27]([Cl:31])=[CH:28][C:29]=3[N:30]=2)[CH:18]=1)[CH3:1].[Na+:43]. (5) The product is: [NH2:14][C:11]1[N:10]=[CH:9][C:8]([N:7]2[CH2:6][CH2:5][N:4]([C:17]([O:19][C:20]([CH3:23])([CH3:22])[CH3:21])=[O:18])[CH2:3][C:2]2([CH3:24])[CH3:1])=[CH:13][CH:12]=1. Given the reactants [CH3:1][C:2]1([CH3:24])[N:7]([C:8]2[CH:9]=[N:10][C:11]([N+:14]([O-])=O)=[CH:12][CH:13]=2)[CH2:6][CH2:5][N:4]([C:17]([O:19][C:20]([CH3:23])([CH3:22])[CH3:21])=[O:18])[CH2:3]1, predict the reaction product. (6) Given the reactants [Cl:1][C:2]1[C:3]([NH:9][C:10]2[CH:15]=[C:14]([I:16])[CH:13]=[CH:12][C:11]=2[O:17][CH2:18][CH2:19][O:20][CH3:21])=[N:4][C:5](N)=[N:6][CH:7]=1.C(ON=O)CC(C)C, predict the reaction product. The product is: [Cl:1][C:2]1[C:3]([NH:9][C:10]2[CH:15]=[C:14]([I:16])[CH:13]=[CH:12][C:11]=2[O:17][CH2:18][CH2:19][O:20][CH3:21])=[N:4][CH:5]=[N:6][CH:7]=1. (7) The product is: [OH:6][CH:5]([CH2:4][OH:3])[CH2:7][NH:8][C:9](=[O:28])[C:10]1[C:15]([C:16]([F:19])([F:18])[F:17])=[CH:14][C:13]([NH:20][C:21]2[CH:26]=[CH:25][CH:24]=[C:23]([Cl:27])[CH:22]=2)=[N:12][CH:11]=1. Given the reactants CC1(C)[O:6][CH:5]([CH2:7][NH:8][C:9](=[O:28])[C:10]2[C:15]([C:16]([F:19])([F:18])[F:17])=[CH:14][C:13]([NH:20][C:21]3[CH:26]=[CH:25][CH:24]=[C:23]([Cl:27])[CH:22]=3)=[N:12][CH:11]=2)[CH2:4][O:3]1.CCOCC.Cl, predict the reaction product. (8) Given the reactants Br[C:2]1[CH:3]=[C:4]([C:8]2[CH:13]=[CH:12][N:11]=[C:10]([NH:14][C:15]3[CH:20]=[C:19]([N+:21]([O-:23])=[O:22])[CH:18]=[CH:17][C:16]=3[CH3:24])[N:9]=2)[CH:5]=[N:6][CH:7]=1.[NH:25]1[CH2:29][CH2:28][CH2:27][CH2:26]1.[O-]P([O-])([O-])=O.[K+].[K+].[K+], predict the reaction product. The product is: [CH3:24][C:16]1[CH:17]=[CH:18][C:19]([N+:21]([O-:23])=[O:22])=[CH:20][C:15]=1[NH:14][C:10]1[N:9]=[C:8]([C:4]2[CH:5]=[N:6][CH:7]=[C:2]([N:25]3[CH2:29][CH2:28][CH2:27][CH2:26]3)[CH:3]=2)[CH:13]=[CH:12][N:11]=1.